The task is: Predict which catalyst facilitates the given reaction.. This data is from Catalyst prediction with 721,799 reactions and 888 catalyst types from USPTO. Product: [NH2:1][C:2]1[N:25]=[C:24]([Cl:26])[C:23]([Br:32])=[CH:22][C:3]=1[C:4]([NH:6][CH2:7][C:8]1[CH:9]=[CH:10][C:11]([O:14][CH2:15][C:16]2[CH:21]=[CH:20][CH:19]=[CH:18][CH:17]=2)=[CH:12][CH:13]=1)=[O:5]. Reactant: [NH2:1][C:2]1[N:25]=[C:24]([Cl:26])[CH:23]=[CH:22][C:3]=1[C:4]([NH:6][CH2:7][C:8]1[CH:13]=[CH:12][C:11]([O:14][CH2:15][C:16]2[CH:21]=[CH:20][CH:19]=[CH:18][CH:17]=2)=[CH:10][CH:9]=1)=[O:5].CN(C)C=O.[Br:32]N1C(=O)CCC1=O. The catalyst class is: 10.